This data is from HIV replication inhibition screening data with 41,000+ compounds from the AIDS Antiviral Screen. The task is: Binary Classification. Given a drug SMILES string, predict its activity (active/inactive) in a high-throughput screening assay against a specified biological target. The molecule is N#CCC(=O)NN=C1C(=O)N(c2ccc(Cl)cc2)C(=O)C(=O)C1c1nc2ccccc2o1. The result is 0 (inactive).